The task is: Binary Classification. Given a miRNA mature sequence and a target amino acid sequence, predict their likelihood of interaction.. This data is from Experimentally validated miRNA-target interactions with 360,000+ pairs, plus equal number of negative samples. (1) The miRNA is hsa-miR-6872-3p with sequence CCCAUGCCUCCUGCCGCGGUC. The protein sequence of the target gene is MATAPSYPAGLPGSPGPGSPPPPGGLELQSPPPLLPQIPAPGSGVSFHIQIGLTREFVLLPAASELAHVKQLACSIVDQKFPECGFYGLYDKILLFKHDPTSANLLQLVRSSGDIQEGDLVEVVLSASATFEDFQIRPHALTVHSYRAPAFCDHCGEMLFGLVRQGLKCDGCGLNYHKRCAFSIPNNCSGARKRRLSSTSLASGHSVRLGTSESLPCTAEELSRSTTELLPRRPPSSSSSSSASSYTGRPIELDKMLLSKVKVPHTFLIHSYTRPTVCQACKKLLKGLFRQGLQCKDCKF.... Result: 1 (interaction). (2) The miRNA is mmu-miR-1193-5p with sequence UGGUAGACCGGUGACGUACA. The protein sequence of the target gene is MDIATGPESLERCFPRGQTDCAKMLDGIKMEEHALRPGPATLGVLLGSDCPHPAVCEGCQRPISDRFLMRVNESSWHEECLQCAACQQALTTSCYFRDRKLYCKQDYQQLFAAKCSGCMEKIAPTEFVMRALECVYHLGCFCCCVCERQLRKGDEFVLKEGQLLCKGDYEKEKDLLSSVSPDESDSVKSEDEDGDMKPAKGQGSQSKGSGDDGKDPRRPKRPRTILTTQQRRAFKASFEVSSKPCRKVRETLAAETGLSVRVVQVWFQNQRAKMKKLARRHQQQQEQQNSQRLGQEVLSS.... Result: 0 (no interaction). (3) The miRNA is hsa-miR-193b-3p with sequence AACUGGCCCUCAAAGUCCCGCU. The protein sequence of the target gene is MAAVQVVGSWPSVQPREAPREAIPERGNGFRLLSARLCALRPDDSSSARTEIHLLFDQLISENYSEGSGVAPEDVSALLVQACRLVPLNQNHLVSKVSQLIHHLLNRLQVIVDEQHLDFLLAYTISAIHQCSSWTHREILQALAALVYCNGSKCQKYLPELLGNTGLLMKLSDLAQSDPEVRRAAVHCMANLCLSVPGQPYLEEPYQNVCFQAFLTILQSPKSSDMDDITFCMLLQNALKGIQSLLNGGRMKLTQTDELGALLAVLKKFMFHGLPGLNIEMPTVLYPTPLPQYDGRTPIK.... Result: 1 (interaction). (4) The miRNA is hsa-miR-5591-5p with sequence UGGGAGCUAAGCUAUGGGUAU. The protein sequence of the target gene is MTQEPFREELAYDRMPTLERGRQDPASYAPDAKPSDLQLSKRLPPCFSHKTWVFSVLMGSCLLVTSGFSLYLGNVFPAEMDYLRCAAGSCIPSAIVSFTVSRRNANVIPNFQILFVSTFAVTTTCLIWFGCKLVLNPSAININFNLILLLLLELLMAATVIIAARSSEEDCKKKKGSMSDSANILDEVPFPARVLKSYSVVEVIAGISAVLGGIIALNVDDSVSGPHLSVTFFWILVACFPSAIASHVAAECPSKCLVEVLIAISSLTSPLLFTASGYLSFSIMRIVEMFKDYPPAIKPS.... Result: 0 (no interaction).